Dataset: Reaction yield outcomes from USPTO patents with 853,638 reactions. Task: Predict the reaction yield, written as a fraction of the theoretical maximum amount of product (1.0 means a 100% yield; for example, 0.34 means a 34% yield). (1) The reactants are [CH3:1][C:2]1[NH:3][C:4]2[C:9]([C:10]=1[CH3:11])=[CH:8][C:7]([O:12][C:13]1[C:22]3[C:17](=[CH:18][C:19]([OH:25])=[C:20]([O:23][CH3:24])[CH:21]=3)[N:16]=[CH:15][N:14]=1)=[CH:6][CH:5]=2.[CH2:26]([S:28]([CH2:31][CH2:32][CH2:33]O)(=[O:30])=[O:29])[CH3:27]. No catalyst specified. The product is [CH3:1][C:2]1[NH:3][C:4]2[C:9]([C:10]=1[CH3:11])=[CH:8][C:7]([O:12][C:13]1[C:22]3[C:17](=[CH:18][C:19]([O:25][CH2:33][CH2:32][CH2:31][S:28]([CH2:26][CH3:27])(=[O:30])=[O:29])=[C:20]([O:23][CH3:24])[CH:21]=3)[N:16]=[CH:15][N:14]=1)=[CH:6][CH:5]=2. The yield is 0.570. (2) The reactants are [C:1]([C:3]1[CH:8]=[CH:7][C:6]([N:9]2[C:13](=[O:14])[C:12]([CH3:16])([CH3:15])[N:11]([CH2:17][CH2:18][CH2:19][C:20](O)=[O:21])[C:10]2=[S:23])=[CH:5][C:4]=1[C:24]([F:27])([F:26])[F:25])#[N:2].C(Cl)CCl.C1C=CC2N(O)N=NC=2C=1.[CH2:42]([O:44][CH2:45][CH2:46][O:47][CH2:48][CH2:49][NH2:50])[CH3:43]. The catalyst is ClCCl. The product is [C:1]([C:3]1[CH:8]=[CH:7][C:6]([N:9]2[C:13](=[O:14])[C:12]([CH3:16])([CH3:15])[N:11]([CH2:17][CH2:18][CH2:19][C:20]([NH:50][CH2:49][CH2:48][O:47][CH2:46][CH2:45][O:44][CH2:42][CH3:43])=[O:21])[C:10]2=[S:23])=[CH:5][C:4]=1[C:24]([F:27])([F:26])[F:25])#[N:2]. The yield is 0.300. (3) The reactants are [CH3:1][C:2]1[O:3][C:4]2[CH:10]=[C:9]([N+:11]([O-])=O)[CH:8]=[CH:7][C:5]=2[N:6]=1.S1(=O)(=O)C=CC=C1. No catalyst specified. The product is [CH3:1][C:2]1[O:3][C:4]2[CH:10]=[C:9]([NH2:11])[CH:8]=[CH:7][C:5]=2[N:6]=1. The yield is 0.940. (4) The reactants are [F:1][C:2]1[CH:3]=[CH:4][C:5]([C:8]2[C:12]([CH2:13][O:14][C:15]3[CH:23]=[CH:22][C:18]([C:19]([OH:21])=O)=[CH:17][N:16]=3)=[C:11]([CH3:24])[O:10][N:9]=2)=[N:6][CH:7]=1.[NH:25]1[CH2:30][CH2:29][O:28][CH2:27][CH2:26]1. No catalyst specified. The product is [F:1][C:2]1[CH:3]=[CH:4][C:5]([C:8]2[C:12]([CH2:13][O:14][C:15]3[N:16]=[CH:17][C:18]([C:19]([N:25]4[CH2:30][CH2:29][O:28][CH2:27][CH2:26]4)=[O:21])=[CH:22][CH:23]=3)=[C:11]([CH3:24])[O:10][N:9]=2)=[N:6][CH:7]=1. The yield is 0.910. (5) The yield is 0.290. The reactants are [CH3:1][NH:2][C:3]1[CH:8]=[CH:7][CH:6]=[CH:5][CH:4]=1.[Cl:9][C:10]1[CH:25]=[CH:24][C:13]([CH2:14][N:15]2[C:20](=[O:21])[CH:19]=[CH:18][C:17]([CH:22]=O)=[CH:16]2)=[CH:12][CH:11]=1.CC(O)=O.[BH-](OC(C)=O)(OC(C)=O)OC(C)=O.[Na+]. The product is [Cl:9][C:10]1[CH:25]=[CH:24][C:13]([CH2:14][N:15]2[CH:16]=[C:17]([CH2:22][N:2]([CH3:1])[C:3]3[CH:8]=[CH:7][CH:6]=[CH:5][CH:4]=3)[CH:18]=[CH:19][C:20]2=[O:21])=[CH:12][CH:11]=1. The catalyst is C(Cl)Cl. (6) The reactants are [NH2:1][C:2]1[N:3]=[CH:4][C:5]2[CH2:6][C:7](=[O:19])[NH:8][C:9]3[CH:16]=[C:15]([Cl:17])[C:14](I)=[CH:13][C:10]=3[C:11]=2[N:12]=1.[CH2:20]([N:23]([CH3:25])[CH3:24])[C:21]#[CH:22].O. The catalyst is C(N(CC)CC)C.CN(C=O)C.C1C=CC(P(C2C=CC=CC=2)C2C=CC=CC=2)=CC=1.C1C=CC(P(C2C=CC=CC=2)C2C=CC=CC=2)=CC=1.Cl[Pd]Cl.[Cu](I)I. The product is [NH2:1][C:2]1[N:3]=[CH:4][C:5]2[CH2:6][C:7](=[O:19])[NH:8][C:9]3[CH:16]=[C:15]([Cl:17])[C:14]([C:22]#[C:21][CH2:20][N:23]([CH3:25])[CH3:24])=[CH:13][C:10]=3[C:11]=2[N:12]=1. The yield is 0.980. (7) The reactants are [C:1]1([S:11]([NH2:14])(=[O:13])=[O:12])[C:2]([S:7]([NH2:10])(=[O:9])=[O:8])=[CH:3][CH:4]=[CH:5][CH:6]=1.[C:15]1([C:21]2[O:22][C:23]3[CH:29]=[C:28]([C:30](O)=[O:31])[CH:27]=[CH:26][C:24]=3[CH:25]=2)[CH:20]=[CH:19][CH:18]=[CH:17][CH:16]=1.C(Cl)CCl. The catalyst is CN(C1C=CN=CC=1)C.CN(C=O)C. The product is [C:15]1([C:21]2[O:22][C:23]3[CH:29]=[C:28]([C:30]([NH:10][S:7]([C:2]4[CH:3]=[CH:4][CH:5]=[CH:6][C:1]=4[S:11](=[O:13])(=[O:12])[NH2:14])(=[O:9])=[O:8])=[O:31])[CH:27]=[CH:26][C:24]=3[CH:25]=2)[CH:20]=[CH:19][CH:18]=[CH:17][CH:16]=1. The yield is 0.610. (8) The reactants are [CH2:1]([N:8]1[C:13](=[O:14])[C:12]([CH2:15][C:16]2[CH:21]=[CH:20][C:19]([C:22]3[C:23]([C:28]#[N:29])=[CH:24][CH:25]=[CH:26][CH:27]=3)=[CH:18][CH:17]=2)=[C:11]([CH2:30][CH2:31][CH2:32][CH3:33])[N:10]=[C:9]1[CH2:34]O)[C:2]1[CH:7]=[CH:6][CH:5]=[CH:4][CH:3]=1.COCCN(S(F)(F)[F:46])CCOC.C(=O)([O-])O.[Na+]. The catalyst is ClCCl. The product is [CH2:1]([N:8]1[C:13](=[O:14])[C:12]([CH2:15][C:16]2[CH:21]=[CH:20][C:19]([C:22]3[C:23]([C:28]#[N:29])=[CH:24][CH:25]=[CH:26][CH:27]=3)=[CH:18][CH:17]=2)=[C:11]([CH2:30][CH2:31][CH2:32][CH3:33])[N:10]=[C:9]1[CH2:34][F:46])[C:2]1[CH:7]=[CH:6][CH:5]=[CH:4][CH:3]=1. The yield is 0.410. (9) The reactants are [CH:1]1([CH2:4][C:5]2[C:10]([C:11]3[CH:16]=[CH:15][N:14]=[C:13](S(C)=O)[N:12]=3)=[CH:9][N:8]=[C:7]([NH:20][CH3:21])[N:6]=2)[CH2:3][CH2:2]1.[CH:22]1([NH2:28])[CH2:27][CH2:26][CH2:25][CH2:24][CH2:23]1. The catalyst is CS(C)=O. The product is [CH:22]1([NH:28][C:13]2[N:12]=[C:11]([C:10]3[C:5]([CH2:4][CH:1]4[CH2:3][CH2:2]4)=[N:6][C:7]([NH:20][CH3:21])=[N:8][CH:9]=3)[CH:16]=[CH:15][N:14]=2)[CH2:27][CH2:26][CH2:25][CH2:24][CH2:23]1. The yield is 0.699. (10) The reactants are [Cl:1][C:2]1[N:7]=[C:6]([C:8]2[CH:13]=[CH:12][CH:11]=[CH:10][CH:9]=2)[N:5]=[C:4]([C:14]([NH:16][C:17]2[CH:22]=[CH:21][CH:20]=[CH:19][C:18]=2[C:23]2[S:24][C:25]3[CH:26]=[N:27][CH:28]=[CH:29][C:30]=3[N:31]=2)=[O:15])[CH:3]=1.[N:32]1(C(OC(C)(C)C)=O)[CH2:37][CH2:36][NH:35][CH2:34][CH2:33]1.C(O)(C(F)(F)F)=O.Cl. The catalyst is C(Cl)Cl. The product is [ClH:1].[C:8]1([C:6]2[N:5]=[C:4]([C:14]([NH:16][C:17]3[CH:22]=[CH:21][CH:20]=[CH:19][C:18]=3[C:23]3[S:24][C:25]4[CH:26]=[N:27][CH:28]=[CH:29][C:30]=4[N:31]=3)=[O:15])[CH:3]=[C:2]([N:32]3[CH2:37][CH2:36][NH:35][CH2:34][CH2:33]3)[N:7]=2)[CH:13]=[CH:12][CH:11]=[CH:10][CH:9]=1. The yield is 1.00.